Dataset: Forward reaction prediction with 1.9M reactions from USPTO patents (1976-2016). Task: Predict the product of the given reaction. (1) Given the reactants O.[OH-].[Li+].[CH3:4][C:5]1[CH:10]=[C:9]([CH3:11])[CH:8]=[C:7]([CH3:12])[C:6]=1[NH:13][C:14]([NH:16][C:17]1[C:18]([C:27]([N:29]2[CH2:34][CH2:33][CH2:32][CH2:31][C@H:30]2[C:35]([O:37]C)=[O:36])=[O:28])=[CH:19][C:20]2[C:25]([CH:26]=1)=[CH:24][CH:23]=[CH:22][CH:21]=2)=[O:15].O.Cl, predict the reaction product. The product is: [CH3:4][C:5]1[CH:10]=[C:9]([CH3:11])[CH:8]=[C:7]([CH3:12])[C:6]=1[NH:13][C:14]([NH:16][C:17]1[C:18]([C:27]([N:29]2[CH2:34][CH2:33][CH2:32][CH2:31][C@H:30]2[C:35]([OH:37])=[O:36])=[O:28])=[CH:19][C:20]2[C:25]([CH:26]=1)=[CH:24][CH:23]=[CH:22][CH:21]=2)=[O:15]. (2) Given the reactants [Br:1][C:2]1[N:7]2[CH:8]=[CH:9][N:10]=[C:6]2[C:5]([N:11]([C:30]([O:32][C:33]([CH3:36])([CH3:35])[CH3:34])=[O:31])[C:12]2[CH:13]=[CH:14][C:15]([N:24]3[CH2:29][CH2:28][O:27][CH2:26][CH2:25]3)=[C:16]([CH:23]=2)[CH2:17]OS(C)(=O)=O)=[N:4][CH:3]=1.[CH3:37][NH:38][CH3:39].C([O-])([O-])=O.[K+].[K+], predict the reaction product. The product is: [NH3:4].[C:33]([O:32][C:30](=[O:31])[N:11]([C:5]1[C:6]2[N:7]([CH:8]=[CH:9][N:10]=2)[C:2]([Br:1])=[CH:3][N:4]=1)[C:12]1[CH:13]=[CH:14][C:15]([N:24]2[CH2:25][CH2:26][O:27][CH2:28][CH2:29]2)=[C:16]([CH2:17][N:38]([CH3:39])[CH3:37])[CH:23]=1)([CH3:35])([CH3:34])[CH3:36]. (3) Given the reactants [CH3:1][O:2][C:3]([C:5]1[CH:13]=[C:12]2[C:8]([C:9]([CH:24]3[CH2:29][CH2:28][CH2:27][CH2:26][CH2:25]3)=[C:10](Br)[N:11]2[CH2:14][C:15]([N:17]2[CH2:22][CH2:21][O:20][CH2:19][CH2:18]2)=[O:16])=[CH:7][CH:6]=1)=[O:4].[CH3:30][O:31][CH:32]([O:45][CH3:46])[C:33]1[CH:34]=[C:35](B(O)O)[CH:36]=[CH:37][C:38]=1[N+:39]([O-:41])=[O:40], predict the reaction product. The product is: [CH3:1][O:2][C:3]([C:5]1[CH:13]=[C:12]2[C:8]([C:9]([CH:24]3[CH2:29][CH2:28][CH2:27][CH2:26][CH2:25]3)=[C:10]([C:35]3[CH:36]=[CH:37][C:38]([N+:39]([O-:41])=[O:40])=[C:33]([CH:32]([O:31][CH3:30])[O:45][CH3:46])[CH:34]=3)[N:11]2[CH2:14][C:15]([N:17]2[CH2:22][CH2:21][O:20][CH2:19][CH2:18]2)=[O:16])=[CH:7][CH:6]=1)=[O:4]. (4) Given the reactants [Br:1][C:2]1[CH:3]=[C:4]([OH:8])[CH:5]=[CH:6][CH:7]=1.C(=O)([O-])[O-].Br[CH2:14][CH2:15][CH2:16][C:17]([O:19][CH2:20][CH3:21])=[O:18], predict the reaction product. The product is: [Br:1][C:2]1[CH:3]=[C:4]([CH:5]=[CH:6][CH:7]=1)[O:8][CH2:14][CH2:15][CH2:16][C:17]([O:19][CH2:20][CH3:21])=[O:18]. (5) The product is: [CH3:17][N:18]([CH3:20])[CH:19]=[C:7]([C:8]1[CH:13]=[CH:12][N:11]=[CH:10][N:9]=1)[C:6]([C:2]1[O:1][CH:5]=[CH:4][CH:3]=1)=[O:14]. Given the reactants [O:1]1[CH:5]=[CH:4][CH:3]=[C:2]1[C:6](=[O:14])[CH2:7][C:8]1[CH:13]=[CH:12][N:11]=[CH:10][N:9]=1.CO[CH:17](OC)[N:18]([CH3:20])[CH3:19], predict the reaction product. (6) Given the reactants Br[C:2]1[CH:3]=[N:4][C:5]2[C:10]([CH:11]=1)=[CH:9][CH:8]=[CH:7][CH:6]=2.[C:12]([O:16][C:17]([CH3:20])([CH3:19])[CH3:18])(=[O:15])[CH:13]=[CH2:14].C1(C)C=CC=CC=1P(C1C=CC=CC=1C)C1C=CC=CC=1C.C(N(CC)CC)C.[K+].[Br-], predict the reaction product. The product is: [C:17]([O:16][C:12](=[O:15])[CH:13]=[CH:14][C:2]1[CH:3]=[N:4][C:5]2[C:10]([CH:11]=1)=[CH:9][CH:8]=[CH:7][CH:6]=2)([CH3:20])([CH3:19])[CH3:18]. (7) Given the reactants [Br:1][C:2]1[CH:9]=[CH:8][C:5]([CH:6]=[O:7])=[CH:4][CH:3]=1.[C:10]([Mg]Br)#[C:11][CH3:12].C1COCC1, predict the reaction product. The product is: [Br:1][C:2]1[CH:9]=[CH:8][C:5]([C:6](=[O:7])[C:10]#[C:11][CH3:12])=[CH:4][CH:3]=1. (8) Given the reactants [C:1]1([S:7]([N:10]2[C:14]3=[N:15][CH:16]=[C:17]([F:19])[CH:18]=[C:13]3[CH:12]=[C:11]2[CH:20]([OH:25])[CH2:21][CH:22]([CH3:24])[CH3:23])(=[O:9])=[O:8])[CH:6]=[CH:5][CH:4]=[CH:3][CH:2]=1.CC(OI1(OC(C)=O)(OC(C)=O)OC(=O)C2C=CC=CC1=2)=O, predict the reaction product. The product is: [C:1]1([S:7]([N:10]2[C:14]3=[N:15][CH:16]=[C:17]([F:19])[CH:18]=[C:13]3[CH:12]=[C:11]2[C:20](=[O:25])[CH2:21][CH:22]([CH3:23])[CH3:24])(=[O:9])=[O:8])[CH:2]=[CH:3][CH:4]=[CH:5][CH:6]=1.